Dataset: Reaction yield outcomes from USPTO patents with 853,638 reactions. Task: Predict the reaction yield, written as a fraction of the theoretical maximum amount of product (1.0 means a 100% yield; for example, 0.34 means a 34% yield). (1) The reactants are P(Cl)(Cl)([Cl:3])=O.[CH3:6][C:7]1[CH2:11][C:10](=O)[N:9]([C:13]2[CH:18]=[CH:17][CH:16]=[CH:15][CH:14]=2)[N:8]=1.O.[C:20](=[O:23])([O-])O.[Na+]. The catalyst is CN(C)C=O. The product is [Cl:3][C:10]1[N:9]([C:13]2[CH:18]=[CH:17][CH:16]=[CH:15][CH:14]=2)[N:8]=[C:7]([CH3:6])[C:11]=1[CH:20]=[O:23]. The yield is 0.561. (2) The reactants are Br[C:2]1[CH:8]=[CH:7][C:5]([NH2:6])=[C:4]([F:9])[CH:3]=1.[CH3:10][PH:11](=[O:13])[CH3:12].CC1(C)C2C(=C(P(C3C=CC=CC=3)C3C=CC=CC=3)C=CC=2)OC2C(P(C3C=CC=CC=3)C3C=CC=CC=3)=CC=CC1=2.P([O-])([O-])([O-])=O.[K+].[K+].[K+]. The catalyst is CN(C=O)C.C([O-])(=O)C.[Pd+2].C([O-])(=O)C. The product is [CH3:10][P:11]([C:2]1[CH:8]=[CH:7][C:5]([NH2:6])=[C:4]([F:9])[CH:3]=1)([CH3:12])=[O:13]. The yield is 0.200. (3) The reactants are Br[C:2]1[C:10]2[C:5](=[CH:6][CH:7]=[C:8]([N+:11]([O-:13])=[O:12])[CH:9]=2)[NH:4][CH:3]=1.[C:14]1(B(O)O)[CH:19]=[CH:18][CH:17]=[CH:16][CH:15]=1.C1(P(C2C=CC=CC=2)C2C=CC=CC=2)C=CC=CC=1.C(=O)([O-])[O-].[Na+].[Na+]. The catalyst is C(COC)OC.Cl.C([O-])(=O)C.[Pd+2].C([O-])(=O)C. The product is [C:14]1([C:2]2[C:10]3[C:5](=[CH:6][CH:7]=[C:8]([N+:11]([O-:13])=[O:12])[CH:9]=3)[NH:4][CH:3]=2)[CH:19]=[CH:18][CH:17]=[CH:16][CH:15]=1. The yield is 0.0900. (4) The reactants are [C:1]1(/[CH:7]=[CH:8]/B(O)O)[CH:6]=[CH:5][CH:4]=[CH:3][CH:2]=1.[CH3:12][O:13][C:14](=[O:32])[C:15]1[C:20](Br)=[CH:19][C:18]([F:22])=[C:17]([F:23])[C:16]=1[NH:24][C:25]1[CH:30]=[CH:29][CH:28]=[CH:27][C:26]=1[Cl:31]. The catalyst is COCCOC.C([O-])([O-])=O.[K+].[K+].C(OCC)(=O)C.O.C1C=CC([P]([Pd]([P](C2C=CC=CC=2)(C2C=CC=CC=2)C2C=CC=CC=2)([P](C2C=CC=CC=2)(C2C=CC=CC=2)C2C=CC=CC=2)[P](C2C=CC=CC=2)(C2C=CC=CC=2)C2C=CC=CC=2)(C2C=CC=CC=2)C2C=CC=CC=2)=CC=1. The product is [CH3:12][O:13][C:14](=[O:32])[C:15]1[C:20]([CH:8]=[CH:7][C:1]2[CH:6]=[CH:5][CH:4]=[CH:3][CH:2]=2)=[CH:19][C:18]([F:22])=[C:17]([F:23])[C:16]=1[NH:24][C:25]1[CH:30]=[CH:29][CH:28]=[CH:27][C:26]=1[Cl:31]. The yield is 0.560. (5) The reactants are [Br:1][C:2]1[CH:3]=[CH:4][C:5]([F:22])=[C:6]([C@@:8]2([CH3:21])[NH:17][C:16](=S)[C:11]3([CH2:15][CH:14]=[CH:13][CH2:12]3)[S:10](=[O:20])(=[O:19])[CH2:9]2)[CH:7]=1.[NH3:23]. No catalyst specified. The product is [Br:1][C:2]1[CH:3]=[CH:4][C:5]([F:22])=[C:6]([C@@:8]2([CH3:21])[N:17]=[C:16]([NH2:23])[C:11]3([CH2:15][CH:14]=[CH:13][CH2:12]3)[S:10](=[O:20])(=[O:19])[CH2:9]2)[CH:7]=1. The yield is 0.867. (6) The reactants are [CH2:1]([O:3][C:4](=[O:11])[C@H:5]1[O:10][C@@H:6]1[C:7]([OH:9])=O)[CH3:2].CN(C(ON1N=NC2C=CC=NC1=2)=[N+](C)C)C.F[P-](F)(F)(F)(F)F.CCN(C(C)C)C(C)C.[CH2:45]([NH:52][C:53]1[CH:58]=[CH:57][CH:56]=[CH:55][CH:54]=1)[C:46]1[CH:51]=[CH:50][CH:49]=[CH:48][CH:47]=1. The catalyst is ClCCl. The product is [CH2:1]([O:3][C:4]([C@@H:5]1[C@@H:6]([C:7](=[O:9])[N:52]([CH2:45][C:46]2[CH:47]=[CH:48][CH:49]=[CH:50][CH:51]=2)[C:53]2[CH:58]=[CH:57][CH:56]=[CH:55][CH:54]=2)[O:10]1)=[O:11])[CH3:2]. The yield is 0.810. (7) The reactants are [Cl:1][C:2]1[C:11]2[C:6](=[C:7]([OH:12])[CH:8]=[CH:9][CH:10]=2)[N:5]=[CH:4][N:3]=1.C1(P(C2C=CC=CC=2)C2C=CC=CC=2)C=CC=CC=1.O[CH2:33][CH2:34][N:35]1[CH2:40][CH2:39][O:38][CH2:37][CH2:36]1.N(C(OCC)=O)=NC(OCC)=O. The catalyst is O1CCCC1. The product is [Cl:1][C:2]1[C:11]2[C:6](=[C:7]([O:12][CH2:33][CH2:34][N:35]3[CH2:40][CH2:39][O:38][CH2:37][CH2:36]3)[CH:8]=[CH:9][CH:10]=2)[N:5]=[CH:4][N:3]=1. The yield is 0.850.